From a dataset of Forward reaction prediction with 1.9M reactions from USPTO patents (1976-2016). Predict the product of the given reaction. (1) Given the reactants [CH2:1]([O:3][C:4]1[CH:5]=[C:6]([O:43][CH:44]([CH3:46])[CH3:45])[C:7]([F:42])=[C:8]([CH:10]([C:12]2[N:13]([C:23]([C:36]3[CH:41]=[CH:40][CH:39]=[CH:38][CH:37]=3)([C:30]3[CH:35]=[CH:34][CH:33]=[CH:32][CH:31]=3)[C:24]3[CH:29]=[CH:28][CH:27]=[CH:26][CH:25]=3)[CH:14]=[C:15]([C:17]3[CH:22]=[CH:21][CH:20]=[CH:19][CH:18]=3)[N:16]=2)O)[CH:9]=1)[CH3:2].CS([Cl:51])(=O)=O, predict the reaction product. The product is: [Cl:51][CH:10]([C:8]1[CH:9]=[C:4]([O:3][CH2:1][CH3:2])[CH:5]=[C:6]([O:43][CH:44]([CH3:46])[CH3:45])[C:7]=1[F:42])[C:12]1[N:13]([C:23]([C:36]2[CH:41]=[CH:40][CH:39]=[CH:38][CH:37]=2)([C:30]2[CH:35]=[CH:34][CH:33]=[CH:32][CH:31]=2)[C:24]2[CH:29]=[CH:28][CH:27]=[CH:26][CH:25]=2)[CH:14]=[C:15]([C:17]2[CH:22]=[CH:21][CH:20]=[CH:19][CH:18]=2)[N:16]=1. (2) Given the reactants [CH2:1]([O:3][C:4](=[O:40])[CH2:5][C:6]1[CH:7]=[C:8]([C:14]2[CH:19]=[CH:18][C:17](B3OC(C)(C)C(C)(C)O3)=[CH:16][C:15]=2[CH2:29][N:30]([C:33]([O:35][C:36]([CH3:39])([CH3:38])[CH3:37])=[O:34])[CH2:31][CH3:32])[C:9]([O:12][CH3:13])=[CH:10][CH:11]=1)[CH3:2].Br[C:42]1[CH:43]=[CH:44][C:45]([O:48][CH2:49][CH3:50])=[N:46][CH:47]=1, predict the reaction product. The product is: [CH2:1]([O:3][C:4](=[O:40])[CH2:5][C:6]1[CH:7]=[C:8]([C:14]2[CH:19]=[CH:18][C:17]([C:42]3[CH:47]=[N:46][C:45]([O:48][CH2:49][CH3:50])=[CH:44][CH:43]=3)=[CH:16][C:15]=2[CH2:29][N:30]([C:33]([O:35][C:36]([CH3:39])([CH3:38])[CH3:37])=[O:34])[CH2:31][CH3:32])[C:9]([O:12][CH3:13])=[CH:10][CH:11]=1)[CH3:2]. (3) Given the reactants [Br:1][C:2]1[CH:7]=[C:6]([C:8]([CH3:11])([CH3:10])[CH3:9])[CH:5]=[CH:4][C:3]=1[OH:12].BrC1C2OCN(C(C)(C)C)CC=2C=C(C(C)(C)C)C=1.C(N(CC)CC)C.[CH3:39][O:40][CH2:41][CH2:42][O:43][CH2:44]Cl, predict the reaction product. The product is: [Br:1][C:2]1[CH:7]=[C:6]([C:8]([CH3:9])([CH3:11])[CH3:10])[CH:5]=[CH:4][C:3]=1[O:12][CH2:39][O:40][CH2:41][CH2:42][O:43][CH3:44]. (4) Given the reactants [Cl:1][C:2]1[CH:7]=[C:6]([C:8]#[C:9][C:10]2[N:11]=[C:12]([CH3:15])[NH:13][CH:14]=2)[CH:5]=[CH:4][N:3]=1.F[C:17]1[CH:22]=[CH:21][CH:20]=[C:19]([CH3:23])[N:18]=1, predict the reaction product. The product is: [Cl:1][C:2]1[CH:7]=[C:6]([C:8]#[C:9][C:10]2[N:11]=[C:12]([CH3:15])[N:13]([C:17]3[CH:22]=[CH:21][CH:20]=[C:19]([CH3:23])[N:18]=3)[CH:14]=2)[CH:5]=[CH:4][N:3]=1.